The task is: Predict the reactants needed to synthesize the given product.. This data is from Full USPTO retrosynthesis dataset with 1.9M reactions from patents (1976-2016). Given the product [S:1]1[C:5]2[CH:6]=[CH:7][CH:8]=[CH:9][C:4]=2[N:3]=[C:2]1[NH:10][C:11](=[O:51])[N:12]([CH2:13][CH2:14][CH:15]([C:16]1[CH:21]=[CH:20][CH:19]=[CH:18][CH:17]=1)[C:22]1[CH:23]=[CH:24][CH:25]=[CH:26][CH:27]=1)[CH2:28][CH2:29][CH2:30][CH2:31][NH:32][C:33]([CH:35]1[CH2:36][CH2:37][NH:38][CH2:39][CH2:40]1)=[O:34], predict the reactants needed to synthesize it. The reactants are: [S:1]1[C:5]2[CH:6]=[CH:7][CH:8]=[CH:9][C:4]=2[N:3]=[C:2]1[NH:10][C:11](=[O:51])[N:12]([CH2:28][CH2:29][CH2:30][CH2:31][NH:32][C:33]([CH:35]1[CH2:40][CH2:39][N:38](C(OCC2C=CC=CC=2)=O)[CH2:37][CH2:36]1)=[O:34])[CH2:13][CH2:14][CH:15]([C:22]1[CH:27]=[CH:26][CH:25]=[CH:24][CH:23]=1)[C:16]1[CH:21]=[CH:20][CH:19]=[CH:18][CH:17]=1.Br.